From a dataset of Reaction yield outcomes from USPTO patents with 853,638 reactions. Predict the reaction yield, written as a fraction of the theoretical maximum amount of product (1.0 means a 100% yield; for example, 0.34 means a 34% yield). (1) The reactants are [CH3:1][C:2]1[CH:9]=[CH:8][C:5]([C:6]#[N:7])=[CH:4][C:3]=1[C:10]([F:13])([F:12])[F:11].[Br:14]N1C(=O)CCC1=O. The catalyst is C(Cl)(Cl)(Cl)Cl.C(OOC(=O)C1C=CC=CC=1)(=O)C1C=CC=CC=1. The product is [Br:14][CH2:1][C:2]1[CH:9]=[CH:8][C:5]([C:6]#[N:7])=[CH:4][C:3]=1[C:10]([F:11])([F:12])[F:13]. The yield is 0.850. (2) The reactants are [Br:1][C:2]1[CH:3]=[C:4]2[C:8](=[CH:9][CH:10]=1)[NH:7][C:6](=[O:11])[CH2:5]2.[CH2:12]([N:14]([CH2:33][CH3:34])[CH2:15][CH2:16][NH:17][C:18]([C:20]1[C:24]([CH:25]([CH3:27])[CH3:26])=[C:23]([CH:28]=O)[NH:22][C:21]=1[CH:30]([CH3:32])[CH3:31])=[O:19])[CH3:13]. No catalyst specified. The product is [CH2:33]([N:14]([CH2:12][CH3:13])[CH2:15][CH2:16][NH:17][C:18]([C:20]1[C:24]([CH:25]([CH3:26])[CH3:27])=[C:23]([CH:28]=[C:5]2[C:4]3[C:8](=[CH:9][CH:10]=[C:2]([Br:1])[CH:3]=3)[NH:7][C:6]2=[O:11])[NH:22][C:21]=1[CH:30]([CH3:32])[CH3:31])=[O:19])[CH3:34]. The yield is 0.620. (3) The catalyst is O1CCOCC1.ClCCl. The yield is 0.610. The product is [CH2:44]([N:41]1[CH2:42][CH2:43][N:38]([C:36]([C@:20]23[CH2:32][CH2:31][C@@H:30]([C:33]([CH3:35])=[CH2:34])[C@@H:21]2[C@@H:22]2[C@@:17]([CH3:46])([CH2:18][CH2:19]3)[C@@:16]3([CH3:47])[C@@H:25]([C@:26]4([CH3:29])[C@@H:13]([CH2:14][CH2:15]3)[C:12]([CH3:48])([CH3:49])[C@@H:11]([O:10][C:8]([C@H:7]3[C@@H:5]([CH2:4][C:3]([OH:52])=[O:2])[C:6]3([CH3:51])[CH3:50])=[O:9])[CH2:28][CH2:27]4)[CH2:24][CH2:23]2)=[O:37])[CH2:39][CH2:40]1)[CH3:45]. The reactants are C[O:2][C:3](=[O:52])[CH2:4][C@@H:5]1[C@H:7]([C:8]([O:10][C@H:11]2[CH2:28][CH2:27][C@@:26]3([CH3:29])[C@@H:13]([CH2:14][CH2:15][C@:16]4([CH3:47])[C@@H:25]3[CH2:24][CH2:23][C@H:22]3[C@@:17]4([CH3:46])[CH2:18][CH2:19][C@@:20]4([C:36]([N:38]5[CH2:43][CH2:42][N:41]([CH2:44][CH3:45])[CH2:40][CH2:39]5)=[O:37])[CH2:32][CH2:31][C@@H:30]([C:33]([CH3:35])=[CH2:34])[C@@H:21]43)[C:12]2([CH3:49])[CH3:48])=[O:9])[C:6]1([CH3:51])[CH3:50].[OH-].[Na+]. (4) The reactants are C([Li])CCC.CCCCCC.[CH3:12][N:13]1[C:17]([C:18](=[O:20])[CH3:19])=[CH:16][CH:15]=[N:14]1.[F:21][C:22]1[CH:27]=[C:26]([F:28])[CH:25]=[CH:24][C:23]=1/[C:29](=[N:31]/[S@@:32]([C:34]([CH3:37])([CH3:36])[CH3:35])=[O:33])/[CH3:30]. The catalyst is C1COCC1. The product is [F:21][C:22]1[CH:27]=[C:26]([F:28])[CH:25]=[CH:24][C:23]=1[C@@:29]([NH:31][S@@:32]([C:34]([CH3:35])([CH3:37])[CH3:36])=[O:33])([CH2:19][C:18]([C:17]1[N:13]([CH3:12])[N:14]=[CH:15][CH:16]=1)=[O:20])[CH3:30]. The yield is 0.270. (5) The reactants are C([O-])([O-])=O.[K+].[K+].C1C=CC(P(C2C=CC=CC=2)C2C=CC=CC=2)=CC=1.[CH3:26][O:27][C:28](=[O:35])[C:29]([NH:31][C:32](=[O:34])[CH3:33])=[CH2:30].[C:36]([O:40][C:41](=[O:68])[NH:42][CH2:43][CH2:44][CH2:45][N:46]1[C:55]2[CH:54]=[CH:53][C:52](I)=[CH:51][C:50]=2[C:49]2=[N:57][N:58]([CH:61]3[CH2:66][CH2:65][CH2:64][CH2:63][O:62]3)[C:59]([CH3:60])=[C:48]2[C:47]1=[O:67])([CH3:39])([CH3:38])[CH3:37]. The catalyst is [N+](CCCC)(CCCC)(CCCC)CCCC.[Cl-].CN(C=O)C.O.CCOC(C)=O.CC([O-])=O.CC([O-])=O.[Pd+2]. The product is [CH3:26][O:27][C:28](=[O:35])[C:29]([NH:31][C:32](=[O:34])[CH3:33])=[CH:30][C:52]1[CH:53]=[CH:54][C:55]2[N:46]([CH2:45][CH2:44][CH2:43][NH:42][C:41]([O:40][C:36]([CH3:37])([CH3:38])[CH3:39])=[O:68])[C:47](=[O:67])[C:48]3=[C:59]([CH3:60])[N:58]([CH:61]4[CH2:66][CH2:65][CH2:64][CH2:63][O:62]4)[N:57]=[C:49]3[C:50]=2[CH:51]=1. The yield is 0.170. (6) The reactants are Cl[C:2]1[C:3]2[CH:17]=[CH:16][C:15](=[O:18])[N:14]([C:19]3[CH:24]=[CH:23][C:22]([F:25])=[CH:21][C:20]=3[F:26])[C:4]=2[N:5]=[C:6]([NH:8][CH:9]([CH2:12][OH:13])[CH2:10][OH:11])[N:7]=1.[CH3:27][S:28][C:29]1[CH:30]=[C:31](B(O)O)[CH:32]=[CH:33][CH:34]=1.C([O-])([O-])=O.[K+].[K+]. The catalyst is O1CCOCC1.O.C1C=CC([P]([Pd]([P](C2C=CC=CC=2)(C2C=CC=CC=2)C2C=CC=CC=2)([P](C2C=CC=CC=2)(C2C=CC=CC=2)C2C=CC=CC=2)[P](C2C=CC=CC=2)(C2C=CC=CC=2)C2C=CC=CC=2)(C2C=CC=CC=2)C2C=CC=CC=2)=CC=1. The product is [CH3:27][S:28][C:29]1[CH:34]=[C:33]([C:2]2[C:3]3[CH:17]=[CH:16][C:15](=[O:18])[N:14]([C:19]4[CH:24]=[CH:23][C:22]([F:25])=[CH:21][C:20]=4[F:26])[C:4]=3[N:5]=[C:6]([NH:8][CH:9]([CH2:12][OH:13])[CH2:10][OH:11])[N:7]=2)[CH:32]=[CH:31][CH:30]=1. The yield is 0.900. (7) The reactants are F.F.F.C(N(CC)CC)C.C(N(CC)CC)C.[Si]([O:35][CH2:36][C@H:37]1[O:41][C@@H:40]([N:42]2[CH:49]=[C:48]([CH3:50])[C:46](=[O:47])[NH:45][C:43]2=[O:44])[C@H:39]([O:51][CH2:52][CH2:53][O:54][N:55]([CH3:57])[CH3:56])[C@@H:38]1[OH:58])(C(C)(C)C)(C1C=CC=CC=1)C1C=CC=CC=1.CO. The catalyst is C1COCC1.C(Cl)Cl. The product is [CH3:56][N:55]([CH3:57])[O:54][CH2:53][CH2:52][O:51][C@@H:39]1[C@H:38]([OH:58])[C@@H:37]([CH2:36][OH:35])[O:41][C@H:40]1[N:42]1[CH:49]=[C:48]([CH3:50])[C:46](=[O:47])[NH:45][C:43]1=[O:44]. The yield is 0.925.